From a dataset of Forward reaction prediction with 1.9M reactions from USPTO patents (1976-2016). Predict the product of the given reaction. (1) Given the reactants [Cl:1][C:2]1[CH:3]=[CH:4][C:5]2[N:9]=[C:8]([C:10]3[CH:11]=[CH:12][C:13]([N:16]4[CH2:21][CH2:20][CH:19]([CH2:22][O:23][C:24]5[CH:33]=[CH:32][C:31]([F:34])=[CH:30][C:25]=5[C:26]([O:28]C)=[O:27])[CH2:18][CH2:17]4)=[N:14][CH:15]=3)[NH:7][C:6]=2[CH:35]=1.[OH-].[Li+].C1COCC1.CO, predict the reaction product. The product is: [Cl:1][C:2]1[CH:3]=[CH:4][C:5]2[N:9]=[C:8]([C:10]3[CH:11]=[CH:12][C:13]([N:16]4[CH2:21][CH2:20][CH:19]([CH2:22][O:23][C:24]5[CH:33]=[CH:32][C:31]([F:34])=[CH:30][C:25]=5[C:26]([OH:28])=[O:27])[CH2:18][CH2:17]4)=[N:14][CH:15]=3)[NH:7][C:6]=2[CH:35]=1. (2) The product is: [OH:2][CH2:3][C:5]1[C:6]([C:15]2[C:20]([O:21][CH3:22])=[CH:19][C:18]([O:23][CH3:24])=[CH:17][C:16]=2[CH2:25][OH:26])=[C:7]([O:13][CH3:14])[CH:8]=[C:9]([O:11][CH3:12])[CH:10]=1. Given the reactants C[O:2][C:3]([C:5]1[C:6]([C:15]2[C:16]([C:25](OC)=[O:26])=[CH:17][C:18]([O:23][CH3:24])=[CH:19][C:20]=2[O:21][CH3:22])=[C:7]([O:13][CH3:14])[CH:8]=[C:9]([O:11][CH3:12])[CH:10]=1)=O.[H-].[H-].[H-].[H-].[Li+].[Al+3], predict the reaction product.